Predict the reaction yield, written as a fraction of the theoretical maximum amount of product (1.0 means a 100% yield; for example, 0.34 means a 34% yield). From a dataset of Reaction yield outcomes from USPTO patents with 853,638 reactions. (1) The reactants are Br[C:2]1[CH:23]=[CH:22][C:5]([C:6]([NH:8][S:9]([C:12]2[CH:17]=[CH:16][CH:15]=[CH:14][C:13]=2[S:18](=[O:21])(=[O:20])[NH2:19])(=[O:11])=[O:10])=[O:7])=[CH:4][C:3]=1[F:24].[CH3:25][C:26]([CH3:39])([CH3:38])[C:27]#[C:28]B(OC(C)C)OC(C)C.C(=O)([O-])[O-].[Na+].[Na+]. The catalyst is C1C=CC(P(C2C=CC=CC=2)[C-]2C=CC=C2)=CC=1.C1C=CC(P(C2C=CC=CC=2)[C-]2C=CC=C2)=CC=1.Cl[Pd]Cl.[Fe+2].CN(C)C=O. The product is [CH3:25][C:26]([CH3:39])([CH3:38])[C:27]#[C:28][C:2]1[CH:23]=[CH:22][C:5]([C:6]([NH:8][S:9]([C:12]2[CH:17]=[CH:16][CH:15]=[CH:14][C:13]=2[S:18](=[O:21])(=[O:20])[NH2:19])(=[O:11])=[O:10])=[O:7])=[CH:4][C:3]=1[F:24]. The yield is 0.230. (2) The reactants are [NH2:1][C:2]1[CH:3]=[CH:4][C:5]([N:8]2[CH2:12][CH2:11][C@@H:10]([OH:13])[CH2:9]2)=[N:6][CH:7]=1.N1C=CC=CC=1.Cl[C:21]([O:23][C:24]1[CH:29]=[CH:28][CH:27]=[CH:26][CH:25]=1)=[O:22]. The catalyst is C(#N)C.O. The product is [OH:13][C@@H:10]1[CH2:11][CH2:12][N:8]([C:5]2[N:6]=[CH:7][C:2]([NH:1][C:21](=[O:22])[O:23][C:24]3[CH:29]=[CH:28][CH:27]=[CH:26][CH:25]=3)=[CH:3][CH:4]=2)[CH2:9]1. The yield is 0.190. (3) The reactants are C([O:3][C:4](=[O:17])[CH2:5][O:6][C:7]1[CH:12]=[CH:11][C:10]([NH:13]C(=O)C)=[CH:9][CH:8]=1)C.[ClH:18]. No catalyst specified. The product is [ClH:18].[NH2:13][C:10]1[CH:9]=[CH:8][C:7]([O:6][CH2:5][C:4]([OH:17])=[O:3])=[CH:12][CH:11]=1. The yield is 0.776. (4) The reactants are [CH3:1][N:2]1[C:6]([C:7]2[CH:8]=[C:9]([C:14]([O:16]C)=[O:15])[S:10][C:11]=2[CH2:12][CH3:13])=[C:5]([CH3:18])[CH:4]=[N:3]1.[OH-].[Na+]. The catalyst is O1CCCC1. The product is [CH3:1][N:2]1[C:6]([C:7]2[CH:8]=[C:9]([C:14]([OH:16])=[O:15])[S:10][C:11]=2[CH2:12][CH3:13])=[C:5]([CH3:18])[CH:4]=[N:3]1. The yield is 0.960. (5) The reactants are CCN=C=NCCCN(C)C.C1C=CC2N(O)N=NC=2C=1.[F:22][C:23]1[C:24](=[O:47])[N:25]2[C:29](=[C:30]([C:44](O)=[O:45])[C:31]=1[NH:32][C:33]1[CH:38]=[CH:37][C:36]([C:39]([F:42])([F:41])[F:40])=[CH:35][C:34]=1[F:43])[CH2:28][CH2:27][CH2:26]2.Cl.[CH:49]1([CH2:52][O:53][NH2:54])[CH2:51][CH2:50]1. The catalyst is CN(C=O)C. The product is [CH:49]1([CH2:52][O:53][NH:54][C:44]([C:30]2[C:31]([NH:32][C:33]3[CH:38]=[CH:37][C:36]([C:39]([F:42])([F:41])[F:40])=[CH:35][C:34]=3[F:43])=[C:23]([F:22])[C:24](=[O:47])[N:25]3[C:29]=2[CH2:28][CH2:27][CH2:26]3)=[O:45])[CH2:51][CH2:50]1. The yield is 0.330.